Dataset: Catalyst prediction with 721,799 reactions and 888 catalyst types from USPTO. Task: Predict which catalyst facilitates the given reaction. (1) Reactant: Cl.[F:2][C:3]1[C:4]([CH2:25][NH:26][CH3:27])=[CH:5][N:6]([S:15]([C:18]2[CH:23]=[C:22]([CH3:24])[CH:21]=[CH:20][N:19]=2)(=[O:17])=[O:16])[C:7]=1[C:8]1[C:9]([F:14])=[N:10][CH:11]=[CH:12][CH:13]=1. Product: [F:2][C:3]1[C:4]([CH2:25][NH:26][CH3:27])=[CH:5][N:6]([S:15]([C:18]2[CH:23]=[C:22]([CH3:24])[CH:21]=[CH:20][N:19]=2)(=[O:17])=[O:16])[C:7]=1[C:8]1[C:9]([F:14])=[N:10][CH:11]=[CH:12][CH:13]=1. The catalyst class is: 662. (2) Reactant: [CH2:1]([O:3][C:4](=[O:14])[CH2:5][C:6](=[O:13])[CH2:7][O:8][C:9]([CH3:12])([CH3:11])[CH3:10])[CH3:2].[Cl-].[Mg+2].[Cl-].N1C=CC=CC=1.[C:24](Cl)(=[O:26])[CH3:25]. Product: [CH2:1]([O:3][C:4](=[O:14])[CH:5]([C:24](=[O:26])[CH3:25])[C:6](=[O:13])[CH2:7][O:8][C:9]([CH3:10])([CH3:12])[CH3:11])[CH3:2]. The catalyst class is: 4. (3) Reactant: [NH2:1][C:2]1[C:3]([CH2:11][CH2:12][CH3:13])=[N:4][N:5]([CH3:10])[C:6]=1[C:7]([NH2:9])=[O:8].[C:14](N1C=CN=C1)(N1C=CN=C1)=[O:15]. Product: [CH3:10][N:5]1[C:6]2[C:7](=[O:8])[NH:9][C:14](=[O:15])[NH:1][C:2]=2[C:3]([CH2:11][CH2:12][CH3:13])=[N:4]1. The catalyst class is: 10. (4) Reactant: [Cl:1][C:2]1[CH:3]=[C:4]([NH:9][C:10]([C:12]2[C:16]([CH2:17][O:18][Si:19]([CH:26]([CH3:28])[CH3:27])([CH:23]([CH3:25])[CH3:24])[CH:20]([CH3:22])[CH3:21])=[N:15][O:14][N:13]=2)=[S:11])[CH:5]=[CH:6][C:7]=1[F:8].[CH:29](N(CC)C(C)C)(C)C.FC(F)(F)S(OC)(=O)=O. Product: [Cl:1][C:2]1[CH:3]=[C:4]([N:9]=[C:10]([C:12]2[C:16]([CH2:17][O:18][Si:19]([CH:23]([CH3:25])[CH3:24])([CH:26]([CH3:28])[CH3:27])[CH:20]([CH3:21])[CH3:22])=[N:15][O:14][N:13]=2)[S:11][CH3:29])[CH:5]=[CH:6][C:7]=1[F:8]. The catalyst class is: 2. (5) Reactant: [O-:1][P:2]([O:5][P:6]([O-:9])([O-:8])=[O:7])(=[O:4])[O-:3].[K+:10].[K+].[K+].[K+].[O-]P(OP([O-])([O-])=O)(=O)[O-].[Na+:23].[Na+].[Na+].[Na+]. Product: [O-:3][P:2]([O:5][P:6]([OH:9])([OH:8])=[O:7])(=[O:1])[O-:4].[K+:10].[Na+:23]. The catalyst class is: 6. (6) Reactant: [O:1]=[C:2]1[CH:11]=[C:10]([C:12]([O:14][CH3:15])=[O:13])[C:9]2[C:4](=[CH:5][CH:6]=[CH:7][CH:8]=2)[N:3]1[CH2:16][CH:17]=O.[O:19]1[C:24]2[CH:25]=[CH:26][C:27]([CH2:29][N:30]([CH:38]3[CH2:43][CH2:42][NH:41][CH2:40][CH2:39]3)[C:31](=[O:37])[O:32][C:33]([CH3:36])([CH3:35])[CH3:34])=[CH:28][C:23]=2[O:22][CH2:21][CH2:20]1.C(O[BH-](OC(=O)C)OC(=O)C)(=O)C.[Na+].C(=O)([O-])O.[Na+]. Product: [O:19]1[C:24]2[CH:25]=[CH:26][C:27]([CH2:29][N:30]([CH:38]3[CH2:43][CH2:42][N:41]([CH2:17][CH2:16][N:3]4[C:4]5[C:9](=[CH:8][CH:7]=[CH:6][CH:5]=5)[C:10]([C:12]([O:14][CH3:15])=[O:13])=[CH:11][C:2]4=[O:1])[CH2:40][CH2:39]3)[C:31](=[O:37])[O:32][C:33]([CH3:36])([CH3:34])[CH3:35])=[CH:28][C:23]=2[O:22][CH2:21][CH2:20]1. The catalyst class is: 671. (7) Reactant: [OH-].[Na+].[CH2:3]([O:10][C:11]1[CH:16]=[CH:15][C:14]([C@@H:17]2[CH2:19][C@H:18]2[C:20]([O:22]CC)=[O:21])=[CH:13][CH:12]=1)[C:4]1[CH:9]=[CH:8][CH:7]=[CH:6][CH:5]=1. Product: [CH2:3]([O:10][C:11]1[CH:12]=[CH:13][C:14]([C@@H:17]2[CH2:19][C@H:18]2[C:20]([OH:22])=[O:21])=[CH:15][CH:16]=1)[C:4]1[CH:5]=[CH:6][CH:7]=[CH:8][CH:9]=1. The catalyst class is: 5. (8) Reactant: [Br:1][C:2]1[CH:3]=[C:4]([Cl:14])[C:5]2[O:9][CH:8]([CH2:10][OH:11])[CH:7]([OH:12])[C:6]=2[CH:13]=1.C(N(CC)CC)C.[CH3:22][S:23](Cl)(=[O:25])=[O:24].O. Product: [CH3:22][S:23]([O:11][CH2:10][CH:8]1[CH:7]([OH:12])[C:6]2[CH:13]=[C:2]([Br:1])[CH:3]=[C:4]([Cl:14])[C:5]=2[O:9]1)(=[O:25])=[O:24]. The catalyst class is: 4.